Dataset: Reaction yield outcomes from USPTO patents with 853,638 reactions. Task: Predict the reaction yield, written as a fraction of the theoretical maximum amount of product (1.0 means a 100% yield; for example, 0.34 means a 34% yield). (1) The reactants are [Cl:1][C:2]1[C:7]([F:8])=[CH:6][CH:5]=[C:4]([Cl:9])[C:3]=1[C@H:10]([O:12][C:13]1[C:14]([NH2:24])=[N:15][CH:16]=[C:17]([C:19]2[CH:20]=[N:21][NH:22][CH:23]=2)[N:18]=1)[CH3:11].[H-].[Na+].[C:27]([O:31][C:32]([N:34]1[CH2:39][CH2:38][CH:37](OS(C)(=O)=O)[CH2:36][CH2:35]1)=[O:33])([CH3:30])([CH3:29])[CH3:28].O. The catalyst is CN(C=O)C. The product is [C:27]([O:31][C:32]([N:34]1[CH2:39][CH2:38][CH:37]([N:22]2[CH:23]=[C:19]([C:17]3[CH:16]=[N:15][C:14]([NH2:24])=[C:13]([O:12][C@@H:10]([C:3]4[C:4]([Cl:9])=[CH:5][CH:6]=[C:7]([F:8])[C:2]=4[Cl:1])[CH3:11])[N:18]=3)[CH:20]=[N:21]2)[CH2:36][CH2:35]1)=[O:33])([CH3:30])([CH3:28])[CH3:29]. The yield is 0.590. (2) The reactants are [CH2:1]([O:3][C:4]([C:6]1([NH2:15])[CH2:14][C:13]2[C:8](=[CH:9][CH:10]=[CH:11][CH:12]=2)[CH2:7]1)=[O:5])[CH3:2].[F:16][CH:17]([F:29])[O:18][C:19]1[CH:27]=[CH:26][C:22]([C:23](O)=[O:24])=[C:21]([CH3:28])[CH:20]=1.CN(C(ON1N=NC2C=CC=NC1=2)=[N+](C)C)C.F[P-](F)(F)(F)(F)F.CCN(C(C)C)C(C)C. No catalyst specified. The product is [CH2:1]([O:3][C:4]([C:6]1([NH:15][C:23](=[O:24])[C:22]2[CH:26]=[CH:27][C:19]([O:18][CH:17]([F:16])[F:29])=[CH:20][C:21]=2[CH3:28])[CH2:14][C:13]2[C:8](=[CH:9][CH:10]=[CH:11][CH:12]=2)[CH2:7]1)=[O:5])[CH3:2]. The yield is 0.890.